This data is from Catalyst prediction with 721,799 reactions and 888 catalyst types from USPTO. The task is: Predict which catalyst facilitates the given reaction. (1) Reactant: C([O:5][C:6]([C:8]1[C:13]([O:14][CH2:15][C:16]2[CH:21]=[CH:20][CH:19]=[CH:18][CH:17]=2)=[C:12]([OH:22])[N:11]=[C:10]([CH2:23][C:24]2([C:29]3[C:38]4[C:33](=[CH:34][CH:35]=[CH:36][CH:37]=4)[CH:32]=[CH:31][CH:30]=3)[CH2:28][CH2:27][CH2:26][CH2:25]2)[N:9]=1)=[O:7])(C)(C)C.O[Li].O. Product: [CH2:15]([O:14][C:13]1[C:8]([C:6]([OH:7])=[O:5])=[N:9][C:10]([CH2:23][C:24]2([C:29]3[C:38]4[C:33](=[CH:34][CH:35]=[CH:36][CH:37]=4)[CH:32]=[CH:31][CH:30]=3)[CH2:28][CH2:27][CH2:26][CH2:25]2)=[N:11][C:12]=1[OH:22])[C:16]1[CH:21]=[CH:20][CH:19]=[CH:18][CH:17]=1. The catalyst class is: 30. (2) Reactant: [CH3:1][O:2][C@@H:3]([C@@H:28]([N:33]([CH3:41])[C:34](=[O:40])[C@H:35]([CH:37]([CH3:39])[CH3:38])[NH2:36])[C@@H:29]([CH3:32])[CH2:30][CH3:31])[CH2:4][C:5]([N:7]1[CH2:11][CH2:10][CH2:9][C@H:8]1[C@H:12]([O:26][CH3:27])[C@@H:13]([CH3:25])[C:14](=[O:24])[NH:15][CH2:16][CH2:17][C:18]1[CH:23]=[CH:22][CH:21]=[CH:20][CH:19]=1)=[O:6].[C:42]([O:46][C:47]([NH:49][C:50]1([C:54](O)=[O:55])[CH2:53][O:52][CH2:51]1)=[O:48])([CH3:45])([CH3:44])[CH3:43].C(N(C(C)C)CC)(C)C.CN(C(ON1N=NC2C=CC=NC1=2)=[N+](C)C)C.F[P-](F)(F)(F)(F)F. Product: [C:42]([O:46][C:47]([NH:49][C:50]1([C:54]([NH:36][C@H:35]([C:34]([N:33]([C@@H:28]([C@@H:29]([CH3:32])[CH2:30][CH3:31])[C@H:3]([O:2][CH3:1])[CH2:4][C:5]([N:7]2[CH2:11][CH2:10][CH2:9][C@H:8]2[C@H:12]([O:26][CH3:27])[C@@H:13]([CH3:25])[C:14](=[O:24])[NH:15][CH2:16][CH2:17][C:18]2[CH:19]=[CH:20][CH:21]=[CH:22][CH:23]=2)=[O:6])[CH3:41])=[O:40])[CH:37]([CH3:39])[CH3:38])=[O:55])[CH2:51][O:52][CH2:53]1)=[O:48])([CH3:45])([CH3:44])[CH3:43]. The catalyst class is: 120. (3) Reactant: ClC(C[C:6]1[CH:11]=[C:10]([F:12])[CH:9]=[CH:8][C:7]=1[O:13][CH3:14])C=O.[NH2:15]C(N)=S. Product: [F:12][C:10]1[CH:9]=[CH:8][C:7]([O:13][CH3:14])=[C:6]([NH2:15])[CH:11]=1. The catalyst class is: 8. (4) Reactant: [CH:1]1(Br)[CH2:5][CH2:4][CH2:3][CH2:2]1.[F:7][C:8]1[CH:13]=[CH:12][C:11]([C@H:14]([NH:16][C:17]([C@H:19]2[CH2:24][CH2:23][C@H:22]([NH:25][S:26]([C:29]3[CH:34]=[CH:33][C:32]([OH:35])=[C:31]([O:36][CH3:37])[CH:30]=3)(=[O:28])=[O:27])[CH2:21][CH2:20]2)=[O:18])[CH3:15])=[CH:10][CH:9]=1.C(=O)([O-])[O-].[K+].[K+]. The catalyst class is: 42. Product: [F:7][C:8]1[CH:13]=[CH:12][C:11]([C@H:14]([NH:16][C:17]([C@H:19]2[CH2:24][CH2:23][C@H:22]([NH:25][S:26]([C:29]3[CH:34]=[CH:33][C:32]([O:35][CH:1]4[CH2:5][CH2:4][CH2:3][CH2:2]4)=[C:31]([O:36][CH3:37])[CH:30]=3)(=[O:28])=[O:27])[CH2:21][CH2:20]2)=[O:18])[CH3:15])=[CH:10][CH:9]=1. (5) Reactant: [Cl:1][C:2]1[C:3]([Cl:11])=[N:4][CH:5]=[C:6]([CH:10]=1)[C:7](O)=[O:8].[C:12](N1C=CN=C1)([N:14]1C=CN=[CH:15]1)=O.CNC.O1CCCC1.C(=O)([O-])O.[Na+]. Product: [Cl:1][C:2]1[C:3]([Cl:11])=[N:4][CH:5]=[C:6]([CH:10]=1)[C:7]([N:14]([CH3:15])[CH3:12])=[O:8]. The catalyst class is: 2. (6) Reactant: [CH2:1]([C:11]#[C:12][C:13]#[C:14][CH2:15][CH2:16][CH2:17][CH2:18][CH2:19][CH2:20][CH2:21]CCC)[CH2:2][CH2:3]CCCCCCC.C1COCC1.[OH-].[K+]. Product: [CH2:12]([C:11]#[C:1][C:2]#[CH:3])[CH2:13][CH2:14][CH2:15][CH2:16][CH2:17][CH2:18][CH2:19][CH2:20][CH3:21]. The catalyst class is: 24. (7) Reactant: Br[C:2]1[CH:3]=[C:4]([CH2:8][CH2:9][N:10]([CH3:12])[CH3:11])[CH:5]=[CH:6][CH:7]=1.[CH3:13][N:14]1[C:18]([CH3:19])=[C:17](B2OC(C)(C)C(C)(C)O2)[C:16]([CH3:29])=[N:15]1.C1C=CC(P(C2C(OC3C(P(C4C=CC=CC=4)C4C=CC=CC=4)=CC=CC=3)=CC=CC=2)C2C=CC=CC=2)=CC=1.[O-]P([O-])([O-])=O.[K+].[K+].[K+]. Product: [CH3:11][N:10]([CH3:12])[CH2:9][CH2:8][C:4]1[CH:5]=[CH:6][CH:7]=[C:2]([C:17]2[C:16]([CH3:29])=[N:15][N:14]([CH3:13])[C:18]=2[CH3:19])[CH:3]=1. The catalyst class is: 333. (8) Reactant: [NH:1]1[C:9]2[C:4](=[CH:5][CH:6]=[CH:7][C:8]=2[C:10]([OH:12])=O)[CH:3]=[CH:2]1.CN(C(ON1N=NC2C=CC=CC1=2)=[N+](C)C)C.[B-](F)(F)(F)F.C(N(CC)C(C)C)(C)C.[C:44]([C:48]1[CH:64]=[CH:63][C:51]([CH2:52][NH:53][CH2:54][CH2:55][C:56]2[CH:61]=[CH:60][CH:59]=[CH:58][C:57]=2[F:62])=[CH:50][CH:49]=1)([CH3:47])([CH3:46])[CH3:45]. Product: [C:44]([C:48]1[CH:64]=[CH:63][C:51]([CH2:52][N:53]([CH2:54][CH2:55][C:56]2[CH:61]=[CH:60][CH:59]=[CH:58][C:57]=2[F:62])[C:10]([C:8]2[CH:7]=[CH:6][CH:5]=[C:4]3[C:9]=2[NH:1][CH:2]=[CH:3]3)=[O:12])=[CH:50][CH:49]=1)([CH3:47])([CH3:45])[CH3:46]. The catalyst class is: 18. (9) The catalyst class is: 4. Reactant: [Cl:1][C:2]1[CH:7]=[CH:6][C:5]([N:8]2[C:12](=[O:13])[CH2:11][CH:10]([NH:14]C(=O)OC(C)(C)C)[CH2:9]2)=[CH:4][C:3]=1[O:22][CH3:23].FC(F)(F)C(O)=O.[OH-].[Na+]. Product: [NH2:14][CH:10]1[CH2:9][N:8]([C:5]2[CH:6]=[CH:7][C:2]([Cl:1])=[C:3]([O:22][CH3:23])[CH:4]=2)[C:12](=[O:13])[CH2:11]1.